Dataset: Catalyst prediction with 721,799 reactions and 888 catalyst types from USPTO. Task: Predict which catalyst facilitates the given reaction. (1) Reactant: Br[C:2]1[N:7]=[CH:6][CH:5]=[CH:4][N:3]=1.C(=O)([O-])[O-].[Na+].[Na+].[Br:14][C:15]1[CH:16]=[C:17](B(O)O)[C:18]([F:21])=[N:19][CH:20]=1. Product: [Br:14][C:15]1[CH:16]=[C:17]([C:2]2[N:7]=[CH:6][CH:5]=[CH:4][N:3]=2)[C:18]([F:21])=[N:19][CH:20]=1. The catalyst class is: 12. (2) Reactant: [CH3:1][C:2]1[CH:10]=[CH:9][C:8]2[NH:7][C:6]3[CH2:11][CH2:12][N:13]4[CH:17]([C:5]=3[C:4]=2[CH:3]=1)[CH2:16][CH2:15][CH2:14]4.P([O-])([O-])([O-])=O.[K+].[K+].[K+].N1CCC[C@H]1C(O)=O.Br[CH:35]=[C:36]([C:38]1[CH:39]=[CH:40][C:41]([CH3:44])=[N:42][CH:43]=1)[CH3:37]. Product: [CH3:1][C:2]1[CH:10]=[CH:9][C:8]2[N:7]([CH:35]=[C:36]([C:38]3[CH:43]=[N:42][C:41]([CH3:44])=[CH:40][CH:39]=3)[CH3:37])[C:6]3[CH2:11][CH2:12][N:13]4[CH:17]([C:5]=3[C:4]=2[CH:3]=1)[CH2:16][CH2:15][CH2:14]4. The catalyst class is: 3. (3) Reactant: [H-].[Na+].[O:3]1[CH2:8][CH2:7][CH2:6][CH2:5][CH:4]1[CH2:9][OH:10].[Br:11][C:12]1[CH:17]=[CH:16][CH:15]=[C:14]([CH2:18]Br)[N:13]=1. Product: [Br:11][C:12]1[CH:17]=[CH:16][CH:15]=[C:14]([CH2:18][O:10][CH2:9][CH:4]2[CH2:5][CH2:6][CH2:7][CH2:8][O:3]2)[N:13]=1. The catalyst class is: 569.